Regression. Given two drug SMILES strings and cell line genomic features, predict the synergy score measuring deviation from expected non-interaction effect. From a dataset of NCI-60 drug combinations with 297,098 pairs across 59 cell lines. (1) Drug 1: C1=CC(=CC=C1C#N)C(C2=CC=C(C=C2)C#N)N3C=NC=N3. Drug 2: C(=O)(N)NO. Synergy scores: CSS=-2.15, Synergy_ZIP=1.60, Synergy_Bliss=2.08, Synergy_Loewe=-1.48, Synergy_HSA=-2.08. Cell line: 786-0. (2) Drug 1: CC(C1=C(C=CC(=C1Cl)F)Cl)OC2=C(N=CC(=C2)C3=CN(N=C3)C4CCNCC4)N. Drug 2: CN(C(=O)NC(C=O)C(C(C(CO)O)O)O)N=O. Cell line: MALME-3M. Synergy scores: CSS=-0.586, Synergy_ZIP=-1.91, Synergy_Bliss=-5.69, Synergy_Loewe=-10.0, Synergy_HSA=-6.29. (3) Drug 1: CCC1=CC2CC(C3=C(CN(C2)C1)C4=CC=CC=C4N3)(C5=C(C=C6C(=C5)C78CCN9C7C(C=CC9)(C(C(C8N6C)(C(=O)OC)O)OC(=O)C)CC)OC)C(=O)OC.C(C(C(=O)O)O)(C(=O)O)O. Drug 2: C1=NNC2=C1C(=O)NC=N2. Cell line: HOP-62. Synergy scores: CSS=19.4, Synergy_ZIP=-7.33, Synergy_Bliss=0.937, Synergy_Loewe=-20.8, Synergy_HSA=1.77. (4) Drug 1: C1C(C(OC1N2C=NC3=C(N=C(N=C32)Cl)N)CO)O. Drug 2: CC1=C2C(C(=O)C3(C(CC4C(C3C(C(C2(C)C)(CC1OC(=O)C(C(C5=CC=CC=C5)NC(=O)C6=CC=CC=C6)O)O)OC(=O)C7=CC=CC=C7)(CO4)OC(=O)C)O)C)OC(=O)C. Cell line: UACC62. Synergy scores: CSS=31.6, Synergy_ZIP=-0.0691, Synergy_Bliss=1.07, Synergy_Loewe=-7.44, Synergy_HSA=2.96. (5) Drug 1: C1CN1C2=NC(=NC(=N2)N3CC3)N4CC4. Drug 2: CN1C2=C(C=C(C=C2)N(CCCl)CCCl)N=C1CCCC(=O)O.Cl. Cell line: BT-549. Synergy scores: CSS=5.65, Synergy_ZIP=-3.68, Synergy_Bliss=-1.95, Synergy_Loewe=-13.5, Synergy_HSA=-4.08. (6) Drug 1: CNC(=O)C1=CC=CC=C1SC2=CC3=C(C=C2)C(=NN3)C=CC4=CC=CC=N4. Drug 2: C1=CC=C(C=C1)NC(=O)CCCCCCC(=O)NO. Cell line: NCI-H226. Synergy scores: CSS=2.96, Synergy_ZIP=-0.417, Synergy_Bliss=0.881, Synergy_Loewe=-1.63, Synergy_HSA=-0.946.